This data is from Forward reaction prediction with 1.9M reactions from USPTO patents (1976-2016). The task is: Predict the product of the given reaction. (1) The product is: [NH:36]1[C:32]([C:31]2[CH:30]=[CH:29][C:28]([C:13]3[N:9]4[N:10]=[CH:11][CH:12]=[C:7]([N:4]5[CH2:5][CH2:6][O:1][CH2:2][CH2:3]5)[C:8]4=[N:15][C:14]=3/[CH:16]=[CH:17]/[C:18]3[CH:27]=[CH:26][C:25]4[C:20](=[CH:21][CH:22]=[CH:23][CH:24]=4)[N:19]=3)=[CH:35][CH:34]=2)=[N:33][N:38]=[N:37]1. Given the reactants [O:1]1[CH2:6][CH2:5][N:4]([C:7]2[C:8]3[N:9]([C:13]([C:28]4[CH:35]=[CH:34][C:31]([C:32]#[N:33])=[CH:30][CH:29]=4)=[C:14](/[CH:16]=[CH:17]/[C:18]4[CH:27]=[CH:26][C:25]5[C:20](=[CH:21][CH:22]=[CH:23][CH:24]=5)[N:19]=4)[N:15]=3)[N:10]=[CH:11][CH:12]=2)[CH2:3][CH2:2]1.[N-:36]=[N+:37]=[N-:38].[Na+].[Cl-].[NH4+].O, predict the reaction product. (2) Given the reactants [C:1]([NH:4][C:5]1[CH:10]=[C:9](Cl)[N:8]=[C:7]([C:12]([O:14][CH3:15])=[O:13])[C:6]=1[Cl:16])(=[O:3])[CH3:2].[F:17][C:18]1[C:19](B2OC(C)(C)C(C)(C)O2)=[CH:20][CH:21]=[C:22]2[C:26]=1[NH:25][CH:24]=[CH:23]2.[F-].[Cs+].O1CCOCC1, predict the reaction product. The product is: [C:1]([NH:4][C:5]1[CH:10]=[C:9]([C:19]2[C:18]([F:17])=[C:26]3[C:22]([CH:23]=[CH:24][NH:25]3)=[CH:21][CH:20]=2)[N:8]=[C:7]([C:12]([O:14][CH3:15])=[O:13])[C:6]=1[Cl:16])(=[O:3])[CH3:2]. (3) Given the reactants [NH2:1][C:2]1[CH:3]=[C:4]([CH:9]=[CH:10][CH:11]=1)[C:5]([O:7][CH3:8])=[O:6].CCN=C=N[CH2:17][CH2:18][CH2:19]N(C)C.CN([C:26]1[CH:31]=[CH:30][CH:29]=[CH:28]N=1)C.[OH2:32], predict the reaction product. The product is: [C:28]([NH:1][C:2]1[CH:3]=[C:4]([CH:9]=[CH:10][CH:11]=1)[C:5]([O:7][CH3:8])=[O:6])(=[O:32])[CH2:29][CH2:30]/[CH:31]=[CH:26]\[CH2:28]/[CH:29]=[CH:30]\[CH2:31]/[CH:26]=[CH:28]\[CH2:29]/[CH:30]=[CH:31]\[CH2:26]/[CH:3]=[CH:2]\[CH2:11]/[CH:10]=[CH:19]\[CH2:18][CH3:17]. (4) Given the reactants Br[C:2]1[CH:3]=[CH:4][C:5]([Cl:18])=[C:6]([CH2:8][C:9]2[CH:10]=[CH:11][C:12]3[O:16][CH2:15][CH2:14][C:13]=3[CH:17]=2)[CH:7]=1.[Li][CH2:20]CCC.CCCCCC.C[Si](C)(C)[O:32][C@@H:33]1[C@@H:38]([O:39][Si](C)(C)C)[C@H:37]([O:44][Si](C)(C)C)[C@@H:36]([CH2:49][O:50][Si](C)(C)C)[O:35][C:34]1=[O:55].CS(O)(=O)=O, predict the reaction product. The product is: [Cl:18][C:5]1[CH:4]=[CH:3][C:2]([C@@:34]2([O:55][CH3:20])[C@H:33]([OH:32])[C@@H:38]([OH:39])[C@H:37]([OH:44])[C@@H:36]([CH2:49][OH:50])[O:35]2)=[CH:7][C:6]=1[CH2:8][C:9]1[CH:10]=[CH:11][C:12]2[O:16][CH2:15][CH2:14][C:13]=2[CH:17]=1. (5) Given the reactants [CH:1]1([C:4]2[NH:5][C:6]([CH2:9][C:10]#[N:11])=[N:7][N:8]=2)[CH2:3][CH2:2]1.C([O:14][C:15](=O)[CH:16]([C:20]1[CH:25]=[CH:24][CH:23]=[CH:22][CH:21]=1)[C:17]([CH3:19])=O)C.C([O-])(=O)C.[NH4+], predict the reaction product. The product is: [CH:1]1([C:4]2[NH:5][C:6]3=[C:9]([C:10]#[N:11])[C:17]([CH3:19])=[C:16]([C:20]4[CH:25]=[CH:24][CH:23]=[CH:22][CH:21]=4)[C:15](=[O:14])[N:7]3[N:8]=2)[CH2:3][CH2:2]1. (6) The product is: [OH:45][CH:44]1[CH:46]([OH:28])[CH2:2][N:1]([C:6]2[CH:11]=[CH:10][C:9]([N:12]3[CH2:16][C@H:15]([CH2:17][NH:18][C:19](=[O:21])[CH3:20])[O:14][C:13]3=[O:22])=[CH:8][C:7]=2[F:23])[CH2:43]1. Given the reactants [N:1]1([C:6]2[CH:11]=[CH:10][C:9]([N:12]3[CH2:16][C@H:15]([CH2:17][NH:18][C:19](=[O:21])[CH3:20])[O:14][C:13]3=[O:22])=[CH:8][C:7]=2[F:23])CC=C[CH2:2]1.C[N+]1([O-])CC[O:28]CC1.C(OCC)(=O)C.S(=O)(O)[O-].[Na+].[CH3:43][C:44]([CH3:46])=[O:45], predict the reaction product.